From a dataset of Full USPTO retrosynthesis dataset with 1.9M reactions from patents (1976-2016). Predict the reactants needed to synthesize the given product. (1) Given the product [CH2:13]([O:20][N:21]1[C:27](=[O:28])[N:26]2[CH2:29][C@H:22]1[CH2:23][CH2:24][C@H:25]2[C:30]([N:35]([CH:33]=[O:34])[NH2:36])=[O:32])[C:14]1[CH:15]=[CH:16][CH:17]=[CH:18][CH:19]=1, predict the reactants needed to synthesize it. The reactants are: C(N1C=CN=C1)(N1C=CN=C1)=O.[CH2:13]([O:20][N:21]1[C:27](=[O:28])[N:26]2[CH2:29][C@H:22]1[CH2:23][CH2:24][C@H:25]2[C:30]([OH:32])=O)[C:14]1[CH:19]=[CH:18][CH:17]=[CH:16][CH:15]=1.[CH:33]([NH:35][NH2:36])=[O:34]. (2) Given the product [Cl:8][C:6]1[C:5]([NH:9][C:10](=[O:13])[CH2:11][CH3:12])=[C:4]([CH3:14])[CH:3]=[C:2]([C:15]#[N:16])[N:7]=1, predict the reactants needed to synthesize it. The reactants are: Br[C:2]1[N:7]=[C:6]([Cl:8])[C:5]([NH:9][C:10](=[O:13])[CH2:11][CH3:12])=[C:4]([CH3:14])[CH:3]=1.[CH3:15][N:16](C=O)C.